Task: Predict the reaction yield, written as a fraction of the theoretical maximum amount of product (1.0 means a 100% yield; for example, 0.34 means a 34% yield).. Dataset: Reaction yield outcomes from USPTO patents with 853,638 reactions The reactants are [F:1][C:2]1[CH:3]=[C:4]([C:8]2[CH:9]=[C:10]([CH3:18])[C:11]([CH3:17])=[C:12]([CH:16]=2)[C:13]([OH:15])=O)[CH:5]=[CH:6][CH:7]=1.C(Cl)(C(Cl)=O)=O.[NH2:25][C:26]1[C:27]([CH3:34])=[C:28]([OH:33])[CH:29]=[CH:30][C:31]=1[CH3:32].C([O-])([O-])=O.[K+].[K+]. The catalyst is C(Cl)Cl.C1COCC1.O.CN(C=O)C. The product is [F:1][C:2]1[CH:3]=[C:4]([C:8]2[CH:9]=[C:10]([CH3:18])[C:11]([CH3:17])=[C:12]([CH:16]=2)[C:13]([NH:25][C:26]2[C:31]([CH3:32])=[CH:30][CH:29]=[C:28]([OH:33])[C:27]=2[CH3:34])=[O:15])[CH:5]=[CH:6][CH:7]=1. The yield is 0.510.